From a dataset of Forward reaction prediction with 1.9M reactions from USPTO patents (1976-2016). Predict the product of the given reaction. (1) Given the reactants [NH2:1][C:2]1[N:6]([C:7]2[CH:12]=[CH:11][CH:10]=[CH:9][CH:8]=2)[N:5]=[C:4]([C:13]([OH:15])=O)[CH:3]=1.[B-](F)(F)(F)F.CCOC(C(C#N)=NOC(N(C)C)=[N+](C)C)=O.C(N1CCOCC1)C.[NH2:46][C@H:47]([C:52]1[CH:57]=[CH:56][CH:55]=[CH:54][C:53]=1[CH3:58])[CH2:48][C:49]([OH:51])=[O:50], predict the reaction product. The product is: [NH2:1][C:2]1[N:6]([C:7]2[CH:8]=[CH:9][CH:10]=[CH:11][CH:12]=2)[N:5]=[C:4]([C:13]([NH:46][C@H:47]([C:52]2[CH:57]=[CH:56][CH:55]=[CH:54][C:53]=2[CH3:58])[CH2:48][C:49]([OH:51])=[O:50])=[O:15])[CH:3]=1. (2) Given the reactants CC(C[AlH]CC(C)C)C.[CH3:10][O:11][C:12]1[C:16]([C:17](OCC)=[O:18])=[CH:15][N:14]([C:22]2[CH:23]=[N:24][C:25]([C:28]([F:31])([F:30])[F:29])=[N:26][CH:27]=2)[N:13]=1, predict the reaction product. The product is: [CH3:10][O:11][C:12]1[C:16]([CH2:17][OH:18])=[CH:15][N:14]([C:22]2[CH:27]=[N:26][C:25]([C:28]([F:31])([F:29])[F:30])=[N:24][CH:23]=2)[N:13]=1.